This data is from Catalyst prediction with 721,799 reactions and 888 catalyst types from USPTO. The task is: Predict which catalyst facilitates the given reaction. (1) Reactant: [NH2:1][C:2]1[CH:3]=[CH:4][C:5]([Br:9])=[C:6]([OH:8])[CH:7]=1.CC(C)([O-])C.[K+].[CH2:16](Cl)[C:17]1[CH:22]=[CH:21][CH:20]=[CH:19][CH:18]=1.[Na]. Product: [CH2:16]([O:8][C:6]1[CH:7]=[C:2]([NH2:1])[CH:3]=[CH:4][C:5]=1[Br:9])[C:17]1[CH:22]=[CH:21][CH:20]=[CH:19][CH:18]=1. The catalyst class is: 9. (2) The catalyst class is: 8. Reactant: [CH:1]1([CH:6]([NH:17][C:18]2[CH:27]=[CH:26][C:21]([C:22]([O:24]C)=[O:23])=[CH:20][CH:19]=2)[C:7]2[S:8][C:9]3[CH:16]=[CH:15][CH:14]=[CH:13][C:10]=3[C:11]=2[CH3:12])[CH2:5][CH2:4][CH2:3][CH2:2]1.O1CCCC1.[OH-].[Na+]. Product: [CH:1]1([CH:6]([NH:17][C:18]2[CH:27]=[CH:26][C:21]([C:22]([OH:24])=[O:23])=[CH:20][CH:19]=2)[C:7]2[S:8][C:9]3[CH:16]=[CH:15][CH:14]=[CH:13][C:10]=3[C:11]=2[CH3:12])[CH2:5][CH2:4][CH2:3][CH2:2]1. (3) Reactant: [CH3:1][C:2]([O:5][C:6]([N:8]1[CH2:13][CH2:12][O:11][CH:10]([C:14](O)=[O:15])[CH2:9]1)=[O:7])([CH3:4])[CH3:3].B. Product: [OH:15][CH2:14][CH:10]1[O:11][CH2:12][CH2:13][N:8]([C:6]([O:5][C:2]([CH3:4])([CH3:3])[CH3:1])=[O:7])[CH2:9]1. The catalyst class is: 1. (4) Reactant: [NH2:1][C:2]1[N:11]=[C:10]([NH2:12])[C:9]([Cl:13])=[CH:8][C:3]=1[C:4]([O:6][CH3:7])=[O:5].Cl[CH2:15][CH:16]=O. Product: [NH2:12][C:10]1[N:11]2[CH:15]=[CH:16][N:1]=[C:2]2[C:3]([C:4]([O:6][CH3:7])=[O:5])=[CH:8][C:9]=1[Cl:13]. The catalyst class is: 5. (5) Reactant: [Br:1][C:2]1[N:7]=[CH:6][C:5]([CH:8]([OH:11])[CH2:9][OH:10])=[CH:4][CH:3]=1.[C:12]1(C)[CH:17]=CC(S([O-])(=O)=O)=C[CH:13]=1.[NH+]1C=CC=CC=1. Product: [Br:1][C:2]1[CH:3]=[CH:4][C:5]([CH:8]2[CH2:9][O:10][C:12]([CH3:17])([CH3:13])[O:11]2)=[CH:6][N:7]=1. The catalyst class is: 372.